Dataset: Full USPTO retrosynthesis dataset with 1.9M reactions from patents (1976-2016). Task: Predict the reactants needed to synthesize the given product. (1) Given the product [CH2:14]([N:16]1[CH2:21][CH2:20][N:19]([C:4]2[C:3]([CH3:1])=[CH:9][C:8]([N+:10]([O-:12])=[O:11])=[C:6]([CH:5]=2)[NH2:7])[CH:18]([CH3:22])[CH2:17]1)[CH3:15], predict the reactants needed to synthesize it. The reactants are: [C:1]([C:3]1[CH:9]=[C:8]([N+:10]([O-:12])=[O:11])[C:6]([NH2:7])=[CH:5][C:4]=1F)#N.[CH2:14]([N:16]1[CH2:21][CH2:20][NH:19][CH:18]([CH3:22])[CH2:17]1)[CH3:15]. (2) Given the product [ClH:1].[Cl:1][C:2]1[N:11]=[C:10]([N:21]([C:18]2[CH:19]=[CH:20][C:15]([O:14][CH3:13])=[CH:16][CH:17]=2)[CH3:22])[C:9]2[C:4](=[CH:5][CH:6]=[CH:7][CH:8]=2)[N:3]=1, predict the reactants needed to synthesize it. The reactants are: [Cl:1][C:2]1[N:11]=[C:10](Cl)[C:9]2[C:4](=[CH:5][CH:6]=[CH:7][CH:8]=2)[N:3]=1.[CH3:13][O:14][C:15]1[CH:20]=[CH:19][C:18]([NH:21][CH3:22])=[CH:17][CH:16]=1. (3) Given the product [C:17]([C:11]1[C:12](=[O:13])[NH:1][C:2]2[C:3]([CH:10]=1)=[CH:4][CH:5]=[CH:6][CH:7]=2)([CH3:20])([CH3:19])[CH3:18], predict the reactants needed to synthesize it. The reactants are: [NH2:1][C:2]1[CH:7]=[C:6](OC)[CH:5]=[CH:4][C:3]=1[CH:10](O)[CH:11]([C:17]([CH3:20])([CH3:19])[CH3:18])[C:12](OCC)=[O:13].Cl. (4) Given the product [Cl:21][C:18]1[CH:19]=[CH:20][C:15]([C@@H:9]2[O:8][C:7](=[N:32][OH:33])[C@@H:6]([OH:34])[C@H:5]([OH:4])[C@H:10]2[OH:11])=[CH:16][C:17]=1[CH2:22][C:23]1[CH:28]=[CH:27][C:26]([O:29][CH2:30][CH3:31])=[CH:25][CH:24]=1, predict the reactants needed to synthesize it. The reactants are: C([O:4][C@@H:5]1[C@@H:10]([O:11]C(=O)C)[C@H:9]([C:15]2[CH:20]=[CH:19][C:18]([Cl:21])=[C:17]([CH2:22][C:23]3[CH:28]=[CH:27][C:26]([O:29][CH2:30][CH3:31])=[CH:25][CH:24]=3)[CH:16]=2)[O:8]/[C:7](=[N:32]\[OH:33])/[C@H:6]1[O:34]C(=O)C)(=O)C.N. (5) Given the product [S:1](=[O:3])(=[O:2])([OH:5])[OH:4].[S:1]([O-:5])([O-:4])(=[O:3])=[O:2].[Ni+2:6], predict the reactants needed to synthesize it. The reactants are: [S:1]([O-:5])([O-:4])(=[O:3])=[O:2].[Ni+2:6].[Ni].